This data is from Forward reaction prediction with 1.9M reactions from USPTO patents (1976-2016). The task is: Predict the product of the given reaction. (1) Given the reactants [CH:1]([C:3]1[CH:8]=[C:7]([C:9]([O:11][CH2:12][CH3:13])=[O:10])[CH:6]=[CH:5][N:4]=1)=O.[NH2:14][CH2:15][CH2:16][CH2:17][CH2:18][CH2:19][OH:20], predict the reaction product. The product is: [OH:20][CH2:19][CH2:18][CH2:17][CH2:16][CH2:15][NH:14][CH2:1][C:3]1[CH:8]=[C:7]([C:9]([O:11][CH2:12][CH3:13])=[O:10])[CH:6]=[CH:5][N:4]=1. (2) Given the reactants FC1C=C(F)C=CC=1C1C=C(CN2C(=O)C3=CC=CC=C3C2=O)C(=O)N(CC(C)C)N=1.[C:32]([C:35]1[C:36](=[O:59])[N:37]([CH2:50][C:51]2[CH:56]=[CH:55][C:54]([F:57])=[C:53]([F:58])[CH:52]=2)[N:38]=[C:39]([C:41]2[CH:46]=[CH:45][C:44]([O:47][CH3:48])=[C:43]([F:49])[CH:42]=2)[CH:40]=1)(O)=[O:33], predict the reaction product. The product is: [F:58][C:53]1[CH:52]=[C:51]([CH:56]=[CH:55][C:54]=1[F:57])[CH2:50][N:37]1[C:36](=[O:59])[C:35]([CH2:32][OH:33])=[CH:40][C:39]([C:41]2[CH:46]=[CH:45][C:44]([O:47][CH3:48])=[C:43]([F:49])[CH:42]=2)=[N:38]1.